From a dataset of Forward reaction prediction with 1.9M reactions from USPTO patents (1976-2016). Predict the product of the given reaction. (1) Given the reactants [F:1][C:2]([F:32])([F:31])[C:3]1[CH:4]=[C:5]([CH:24]=[C:25]([C:27]([F:30])([F:29])[F:28])[CH:26]=1)[CH2:6][O:7][CH2:8][C:9]1([C:18]2[CH:23]=[CH:22][CH:21]=[CH:20][CH:19]=2)[CH2:16][CH2:15][NH:14][C:13](=O)[CH2:12][CH2:11][CH2:10]1.B.C1COCC1.CO.Cl, predict the reaction product. The product is: [F:31][C:2]([F:1])([F:32])[C:3]1[CH:4]=[C:5]([CH:24]=[C:25]([C:27]([F:30])([F:29])[F:28])[CH:26]=1)[CH2:6][O:7][CH2:8][C:9]1([C:18]2[CH:23]=[CH:22][CH:21]=[CH:20][CH:19]=2)[CH2:10][CH2:11][CH2:12][CH2:13][NH:14][CH2:15][CH2:16]1. (2) Given the reactants [O:1]1[C:5]2[CH:6]=[CH:7][CH:8]=[CH:9][C:4]=2[C:3]([C:10]2[C:11]([O:26]C)=[CH:12][C:13]([O:24]C)=[C:14]([CH2:16][NH:17][C:18]3[CH:23]=[CH:22][CH:21]=[CH:20][CH:19]=3)[CH:15]=2)=[N:2]1.B(Br)(Br)Br, predict the reaction product. The product is: [O:1]1[C:5]2[CH:6]=[CH:7][CH:8]=[CH:9][C:4]=2[C:3]([C:10]2[CH:15]=[C:14]([CH2:16][NH:17][C:18]3[CH:19]=[CH:20][CH:21]=[CH:22][CH:23]=3)[C:13]([OH:24])=[CH:12][C:11]=2[OH:26])=[N:2]1.